Task: Predict the product of the given reaction.. Dataset: Forward reaction prediction with 1.9M reactions from USPTO patents (1976-2016) (1) Given the reactants C(OC([NH:8][C@H:9]([C:21]([O:23][CH2:24][CH2:25][O:26][C:27]1[CH:32]=[CH:31][C:30]([C:33]2[C:38]([C:39]#[N:40])=[C:37]([NH:41][CH2:42][CH2:43][CH3:44])[N:36]=[C:35]([S:45][CH2:46][C:47]3[N:48]=[C:49]([C:52]4[CH:57]=[CH:56][C:55]([Cl:58])=[CH:54][CH:53]=4)[S:50][CH:51]=3)[C:34]=2[C:59]#[N:60])=[CH:29][CH:28]=1)=[O:22])[CH2:10][CH2:11][CH2:12][NH:13]C(OC(C)(C)C)=O)=O)(C)(C)C.[F:61][C:62]([F:67])([F:66])[C:63]([OH:65])=[O:64], predict the reaction product. The product is: [F:61][C:62]([F:67])([F:66])[C:63]([OH:65])=[O:64].[F:61][C:62]([F:67])([F:66])[C:63]([OH:65])=[O:64].[NH2:8][C@H:9]([C:21]([O:23][CH2:24][CH2:25][O:26][C:27]1[CH:28]=[CH:29][C:30]([C:33]2[C:38]([C:39]#[N:40])=[C:37]([NH:41][CH2:42][CH2:43][CH3:44])[N:36]=[C:35]([S:45][CH2:46][C:47]3[N:48]=[C:49]([C:52]4[CH:53]=[CH:54][C:55]([Cl:58])=[CH:56][CH:57]=4)[S:50][CH:51]=3)[C:34]=2[C:59]#[N:60])=[CH:31][CH:32]=1)=[O:22])[CH2:10][CH2:11][CH2:12][NH2:13]. (2) The product is: [F:35][C:36]([F:38])([F:37])[C:39]1[O:1][N:2]=[C:3]([CH2:4][CH2:5][N:6]2[C:14]3[C:9](=[CH:10][CH:11]=[CH:12][CH:13]=3)[C:8]3([C:18]4=[CH:19][C:20]5[O:24][CH2:23][O:22][C:21]=5[CH:25]=[C:17]4[O:16][CH2:15]3)[C:7]2=[O:26])[N:27]=1. Given the reactants [OH:1][N:2]=[C:3]([NH2:27])[CH2:4][CH2:5][N:6]1[C:14]2[C:9](=[CH:10][CH:11]=[CH:12][CH:13]=2)[C:8]2([C:18]3=[CH:19][C:20]4[O:24][CH2:23][O:22][C:21]=4[CH:25]=[C:17]3[O:16][CH2:15]2)[C:7]1=[O:26].C(NC(C)C)(C)C.[F:35][C:36]([CH2:39]C(OC(=O)[CH2:39][C:36]([F:38])([F:37])[F:35])=O)([F:38])[F:37], predict the reaction product. (3) Given the reactants C[Mg]Br.CC[O:6][CH2:7][CH3:8].[F:9][C:10]1[S:14][C:13](C#N)=[CH:12][CH:11]=1.Cl.[Na+].[Cl-], predict the reaction product. The product is: [F:9][C:10]1[S:14][C:13]([C:7](=[O:6])[CH3:8])=[CH:12][CH:11]=1.